From a dataset of Full USPTO retrosynthesis dataset with 1.9M reactions from patents (1976-2016). Predict the reactants needed to synthesize the given product. (1) Given the product [Br:1][C:2]1[CH:3]=[CH:4][C:5]([O:15][CH:16]2[CH2:20][CH2:19][O:18][CH2:17]2)=[N:6][CH:7]=1, predict the reactants needed to synthesize it. The reactants are: [Br:1][C:2]1[CH:3]=[CH:4][C:5](F)=[N:6][CH:7]=1.C([O-])([O-])=O.[Cs+].[Cs+].[OH:15][CH:16]1[CH2:20][CH2:19][O:18][CH2:17]1.O. (2) Given the product [NH2:1][C:2]1[N:7]=[C:6]([N:8]2[CH2:13][CH2:12][CH2:11][C@H:10]([C:14]([NH:16][C:17]3[CH:22]=[CH:21][C:20]([CH3:23])=[CH:19][CH:18]=3)=[O:15])[CH2:9]2)[CH:5]=[C:4]([C:24]2[CH:25]=[C:26]3[C:27]([C:30]([NH2:31])=[N:42][NH:43]3)=[CH:28][CH:29]=2)[N:3]=1, predict the reactants needed to synthesize it. The reactants are: [NH2:1][C:2]1[N:7]=[C:6]([N:8]2[CH2:13][CH2:12][CH2:11][C@H:10]([C:14]([NH:16][C:17]3[CH:22]=[CH:21][C:20]([CH3:23])=[CH:19][CH:18]=3)=[O:15])[CH2:9]2)[CH:5]=[C:4]([C:24]2[CH:29]=[CH:28][C:27]([C:30]#[N:31])=[C:26](F)[CH:25]=2)[N:3]=1.CCN(C(C)C)C(C)C.[NH2:42][NH2:43]. (3) The reactants are: S(Cl)(Cl)(=O)=O.[CH3:29][NH:28][S:25]([C:22]1[CH:23]=[CH:24][C:19]([S:18][S:18][C:19]2[CH:24]=[CH:23][C:22]([S:25]([NH:28][CH3:29])(=[O:27])=[O:26])=[CH:21][CH:20]=2)=[CH:20][CH:21]=1)(=[O:27])=[O:26].[CH2:30]([O:32][C:33](=[O:46])[CH2:34][C:35]1[C:36]([CH3:45])=[CH:37][N:38]2[C:43]=1[CH:42]=[CH:41][C:40]([F:44])=[CH:39]2)[CH3:31]. Given the product [CH2:30]([O:32][C:33](=[O:46])[CH2:34][C:35]1[C:36]([CH3:45])=[C:37]([S:18][C:19]2[CH:20]=[CH:21][C:22]([S:25](=[O:26])(=[O:27])[NH:28][CH3:29])=[CH:23][CH:24]=2)[N:38]2[C:43]=1[CH:42]=[CH:41][C:40]([F:44])=[CH:39]2)[CH3:31], predict the reactants needed to synthesize it. (4) Given the product [CH2:14]([O:15][C:16](=[O:17])[CH2:18][CH:2]([OH:12])[CH2:3][CH2:4][CH2:5][CH2:6][CH2:7][CH2:8][CH3:9])[CH3:13], predict the reactants needed to synthesize it. The reactants are: Cl.[CH:2](=[O:12])[CH2:3][CH2:4][CH2:5][CH2:6][CH2:7][CH2:8][CH2:9]CC.[CH3:13][CH2:14][O:15][C:16]([CH2:18]Br)=[O:17].S(=O)(=O)(O)O. (5) Given the product [NH2:8][CH:9]([CH2:13][C:14]1[CH:19]=[CH:18][CH:17]=[C:16]([C:20]2[CH:21]=[C:22]3[C:28]([C:29]4[CH:34]=[CH:33][CH:32]=[CH:31][C:30]=4[O:35][CH3:36])=[CH:27][NH:26][C:23]3=[N:24][CH:25]=2)[CH:15]=1)[C:47]([N:48]([CH3:50])[CH3:49])=[O:59], predict the reactants needed to synthesize it. The reactants are: C(OC([NH:8][CH:9]([CH2:13][C:14]1[CH:19]=[CH:18][CH:17]=[C:16]([C:20]2[CH:21]=[C:22]3[C:28]([C:29]4[CH:34]=[CH:33][CH:32]=[CH:31][C:30]=4[O:35][CH3:36])=[CH:27][N:26](S(C4C=CC(C)=CC=4)(=O)=O)[C:23]3=[N:24][CH:25]=2)[CH:15]=1)C(O)=O)=O)(C)(C)C.[CH3:47][NH:48][CH3:49].[CH:50](N(C(C)C)CC)(C)C.[OH-:59].[K+]. (6) Given the product [N:1]1[C:8]([NH2:9])=[N:7][C:5]([NH2:6])=[N:4][C:2]=1[NH2:3].[CH3:10][O:11][CH:12]([O:15][CH3:16])[CH:13]=[O:14], predict the reactants needed to synthesize it. The reactants are: [N:1]1[C:8]([NH2:9])=[N:7][C:5]([NH2:6])=[N:4][C:2]=1[NH2:3].[CH3:10][O:11][CH:12]([O:15][CH3:16])[CH:13]=[O:14].[OH-].[Na+].